This data is from Reaction yield outcomes from USPTO patents with 853,638 reactions. The task is: Predict the reaction yield, written as a fraction of the theoretical maximum amount of product (1.0 means a 100% yield; for example, 0.34 means a 34% yield). The reactants are [F:1][C:2]1[C:7]([CH3:8])=[CH:6][CH:5]=[CH:4][C:3]=1[CH2:9][N:10]1[C:14]2[CH:15]=[C:16]([N:23]3[CH2:28][CH2:27][O:26][CH2:25][CH2:24]3)[CH:17]=[C:18]([C:19]([O:21]C)=[O:20])[C:13]=2[N:12]=[C:11]1[CH3:29].[Li+].[OH-]. The catalyst is C1COCC1. The product is [F:1][C:2]1[C:7]([CH3:8])=[CH:6][CH:5]=[CH:4][C:3]=1[CH2:9][N:10]1[C:14]2[CH:15]=[C:16]([N:23]3[CH2:28][CH2:27][O:26][CH2:25][CH2:24]3)[CH:17]=[C:18]([C:19]([OH:21])=[O:20])[C:13]=2[N:12]=[C:11]1[CH3:29]. The yield is 0.700.